This data is from Peptide-MHC class II binding affinity with 134,281 pairs from IEDB. The task is: Regression. Given a peptide amino acid sequence and an MHC pseudo amino acid sequence, predict their binding affinity value. This is MHC class II binding data. (1) The binding affinity (normalized) is 0.167. The peptide sequence is HQQGRCRTCVYNMMG. The MHC is DRB1_0801 with pseudo-sequence DRB1_0801. (2) The peptide sequence is VPLEVKREACPGTSV. The MHC is DRB1_0901 with pseudo-sequence DRB1_0901. The binding affinity (normalized) is 0.274. (3) The peptide sequence is FLHYIFMENAFELPT. The MHC is DRB1_0901 with pseudo-sequence DRB1_0901. The binding affinity (normalized) is 0.659. (4) The peptide sequence is GQWRGAAGTAAQAAV. The MHC is HLA-DQA10301-DQB10302 with pseudo-sequence HLA-DQA10301-DQB10302. The binding affinity (normalized) is 0.405. (5) The peptide sequence is GELQYVDKIDAAFKI. The MHC is DRB3_0101 with pseudo-sequence DRB3_0101. The binding affinity (normalized) is 0.793. (6) The peptide sequence is EKKYFAVTQFEPLAA. The MHC is HLA-DQA10401-DQB10402 with pseudo-sequence HLA-DQA10401-DQB10402. The binding affinity (normalized) is 0.581. (7) The peptide sequence is RRGSANGKTLGEVWK. The MHC is DRB3_0202 with pseudo-sequence DRB3_0202. The binding affinity (normalized) is 0.